This data is from NCI-60 drug combinations with 297,098 pairs across 59 cell lines. The task is: Regression. Given two drug SMILES strings and cell line genomic features, predict the synergy score measuring deviation from expected non-interaction effect. (1) Drug 1: C1=NNC2=C1C(=O)NC=N2. Cell line: SW-620. Synergy scores: CSS=29.8, Synergy_ZIP=0.247, Synergy_Bliss=-1.45, Synergy_Loewe=-19.3, Synergy_HSA=-1.34. Drug 2: C1CCC(C(C1)N)N.C(=O)(C(=O)[O-])[O-].[Pt+4]. (2) Drug 1: C1=CC(=CC=C1CCCC(=O)O)N(CCCl)CCCl. Drug 2: CCN(CC)CCCC(C)NC1=C2C=C(C=CC2=NC3=C1C=CC(=C3)Cl)OC. Cell line: A498. Synergy scores: CSS=27.6, Synergy_ZIP=-9.41, Synergy_Bliss=-4.69, Synergy_Loewe=-3.72, Synergy_HSA=-1.78. (3) Drug 1: CC1CCC2CC(C(=CC=CC=CC(CC(C(=O)C(C(C(=CC(C(=O)CC(OC(=O)C3CCCCN3C(=O)C(=O)C1(O2)O)C(C)CC4CCC(C(C4)OC)O)C)C)O)OC)C)C)C)OC. Drug 2: CN(CC1=CN=C2C(=N1)C(=NC(=N2)N)N)C3=CC=C(C=C3)C(=O)NC(CCC(=O)O)C(=O)O. Cell line: SK-MEL-5. Synergy scores: CSS=6.28, Synergy_ZIP=9.97, Synergy_Bliss=9.38, Synergy_Loewe=-0.895, Synergy_HSA=9.96.